Dataset: Peptide-MHC class II binding affinity with 134,281 pairs from IEDB. Task: Regression. Given a peptide amino acid sequence and an MHC pseudo amino acid sequence, predict their binding affinity value. This is MHC class II binding data. (1) The peptide sequence is AIFVHGPTTVESHGN. The MHC is DRB1_0701 with pseudo-sequence DRB1_0701. The binding affinity (normalized) is 0.405. (2) The peptide sequence is INEPTAAAIAYGADR. The MHC is HLA-DQA10102-DQB10602 with pseudo-sequence HLA-DQA10102-DQB10602. The binding affinity (normalized) is 0.808. (3) The peptide sequence is GKKEEKKEEKKESGD. The MHC is HLA-DPA10201-DPB10101 with pseudo-sequence HLA-DPA10201-DPB10101. The binding affinity (normalized) is 0.146. (4) The peptide sequence is AFKVAATAENAAPAN. The MHC is DRB1_0901 with pseudo-sequence DRB1_0901. The binding affinity (normalized) is 0.704. (5) The peptide sequence is GLLYTVKYPNLSDLD. The MHC is DRB1_0802 with pseudo-sequence DRB1_0802. The binding affinity (normalized) is 0.788. (6) The peptide sequence is ALREKVLGLPAIKAW. The MHC is HLA-DQA10501-DQB10201 with pseudo-sequence HLA-DQA10501-DQB10201. The binding affinity (normalized) is 0.275. (7) The peptide sequence is PPDAASAAPLRTITA. The MHC is DRB1_1302 with pseudo-sequence DRB1_1302. The binding affinity (normalized) is 0.147. (8) The peptide sequence is PAAHAAQGYKVLVLNPSVAA. The MHC is DRB1_0404 with pseudo-sequence DRB1_0404. The binding affinity (normalized) is 0.435.